From a dataset of Catalyst prediction with 721,799 reactions and 888 catalyst types from USPTO. Predict which catalyst facilitates the given reaction. (1) Product: [C:1]([O:5][C:6](=[O:24])[NH:7][C@@H:8]([CH:29]1[CH:28]=[CH:27][C:26](=[O:30])[O:25]1)[CH2:9][CH:10]([CH3:14])[CH2:11][CH:12]=[CH2:13])([CH3:2])([CH3:3])[CH3:4]. The catalyst class is: 249. Reactant: [C:1]([O:5][C:6](=[O:24])[NH:7][C@H:8](S(C1C=CC=CC=1)(=O)=O)[CH2:9][CH:10]([CH3:14])[CH2:11][CH:12]=[CH2:13])([CH3:4])([CH3:3])[CH3:2].[O:25]1[CH:29]=[CH:28][CH:27]=[C:26]1[O-:30].[Li+].C[Si](N[Si](C)(C)C)(C)C.[Li]CCCC.CCCCCC.O1CC=CC1=O. (2) Reactant: Cl.[NH2:2][CH2:3][CH2:4][NH:5][C:6](=[O:27])[CH2:7][CH2:8]/[C:9](/[CH3:26])=[CH:10]/[CH2:11][C:12]1[C:13]([OH:25])=[C:14]2[C:18](=[C:19]([CH3:23])[C:20]=1[O:21][CH3:22])[CH2:17][O:16][C:15]2=[O:24].[C:28](O)(=[O:50])[CH2:29][CH2:30]/[CH:31]=[CH:32]\[CH2:33]/[CH:34]=[CH:35]\[CH2:36]/[CH:37]=[CH:38]\[CH2:39]/[CH:40]=[CH:41]\[CH2:42]/[CH:43]=[CH:44]\[CH2:45]/[CH:46]=[CH:47]\[CH2:48][CH3:49].CN(C(ON1N=NC2C=CC=NC1=2)=[N+](C)C)C.F[P-](F)(F)(F)(F)F.CCN(C(C)C)C(C)C. Product: [OH:25][C:13]1[C:12]([CH2:11]/[CH:10]=[C:9](\[CH3:26])/[CH2:8][CH2:7][C:6]([NH:5][CH2:4][CH2:3][NH:2][C:28](=[O:50])[CH2:29][CH2:30]/[CH:31]=[CH:32]\[CH2:33]/[CH:34]=[CH:35]\[CH2:36]/[CH:37]=[CH:38]\[CH2:39]/[CH:40]=[CH:41]\[CH2:42]/[CH:43]=[CH:44]\[CH2:45]/[CH:46]=[CH:47]\[CH2:48][CH3:49])=[O:27])=[C:20]([O:21][CH3:22])[C:19]([CH3:23])=[C:18]2[C:14]=1[C:15](=[O:24])[O:16][CH2:17]2. The catalyst class is: 210. (3) The catalyst class is: 28. Product: [CH3:29][N:28]([CH3:30])[C:26](=[N:16][C:14]([C:5]1[C:4]([O:17][C:18]2[CH:23]=[CH:22][CH:21]=[CH:20][CH:19]=2)=[CH:3][C:2](=[O:1])[N:7]([C:8]2[CH:9]=[CH:10][CH:11]=[CH:12][CH:13]=2)[N:6]=1)=[O:15])[CH3:27]. Reactant: [O:1]=[C:2]1[N:7]([C:8]2[CH:13]=[CH:12][CH:11]=[CH:10][CH:9]=2)[N:6]=[C:5]([C:14]([NH2:16])=[O:15])[C:4]([O:17][C:18]2[CH:23]=[CH:22][CH:21]=[CH:20][CH:19]=2)=[CH:3]1.CO[C:26](OC)([N:28]([CH3:30])[CH3:29])[CH3:27].C1(C)C=CC=CC=1.